This data is from NCI-60 drug combinations with 297,098 pairs across 59 cell lines. The task is: Regression. Given two drug SMILES strings and cell line genomic features, predict the synergy score measuring deviation from expected non-interaction effect. (1) Drug 1: CCCCCOC(=O)NC1=NC(=O)N(C=C1F)C2C(C(C(O2)C)O)O. Synergy scores: CSS=24.8, Synergy_ZIP=2.90, Synergy_Bliss=-0.366, Synergy_Loewe=-27.9, Synergy_HSA=-4.46. Drug 2: CC1=C(C(=O)C2=C(C1=O)N3CC4C(C3(C2COC(=O)N)OC)N4)N. Cell line: COLO 205. (2) Drug 1: CN(C)C1=NC(=NC(=N1)N(C)C)N(C)C. Drug 2: C#CCC(CC1=CN=C2C(=N1)C(=NC(=N2)N)N)C3=CC=C(C=C3)C(=O)NC(CCC(=O)O)C(=O)O. Cell line: HOP-92. Synergy scores: CSS=-6.64, Synergy_ZIP=0.0852, Synergy_Bliss=-5.65, Synergy_Loewe=-7.86, Synergy_HSA=-6.82. (3) Drug 1: C#CCC(CC1=CN=C2C(=N1)C(=NC(=N2)N)N)C3=CC=C(C=C3)C(=O)NC(CCC(=O)O)C(=O)O. Drug 2: C1CCC(C(C1)N)N.C(=O)(C(=O)[O-])[O-].[Pt+4]. Cell line: HL-60(TB). Synergy scores: CSS=41.5, Synergy_ZIP=-2.36, Synergy_Bliss=2.07, Synergy_Loewe=8.08, Synergy_HSA=3.74. (4) Drug 1: C1CCC(CC1)NC(=O)N(CCCl)N=O. Drug 2: CCCCCOC(=O)NC1=NC(=O)N(C=C1F)C2C(C(C(O2)C)O)O. Cell line: DU-145. Synergy scores: CSS=9.38, Synergy_ZIP=-2.87, Synergy_Bliss=-0.172, Synergy_Loewe=-2.21, Synergy_HSA=-0.971. (5) Drug 1: CCCS(=O)(=O)NC1=C(C(=C(C=C1)F)C(=O)C2=CNC3=C2C=C(C=N3)C4=CC=C(C=C4)Cl)F. Drug 2: C1CCC(C(C1)N)N.C(=O)(C(=O)[O-])[O-].[Pt+4]. Cell line: SK-MEL-5. Synergy scores: CSS=38.3, Synergy_ZIP=3.31, Synergy_Bliss=6.75, Synergy_Loewe=1.66, Synergy_HSA=7.84.